This data is from Catalyst prediction with 721,799 reactions and 888 catalyst types from USPTO. The task is: Predict which catalyst facilitates the given reaction. Reactant: [C:1]1([NH:7][NH2:8])[CH:6]=[CH:5][CH:4]=[CH:3][CH:2]=1.Br[C:10]([CH3:17])([CH3:16])[C:11]([O:13][CH2:14][CH3:15])=[O:12].C(N(CC)C(C)C)(C)C.[F:27][C:28]1[C:35]([F:36])=[CH:34][CH:33]=[CH:32][C:29]=1[CH:30]=O. Product: [F:27][C:28]1[C:35]([F:36])=[CH:34][CH:33]=[CH:32][C:29]=1[CH:30]=[N:8][N:7]([C:10]([CH3:17])([CH3:16])[C:11]([O:13][CH2:14][CH3:15])=[O:12])[C:1]1[CH:6]=[CH:5][CH:4]=[CH:3][CH:2]=1. The catalyst class is: 5.